This data is from Forward reaction prediction with 1.9M reactions from USPTO patents (1976-2016). The task is: Predict the product of the given reaction. (1) Given the reactants [O:1]1[CH2:5][CH2:4][O:3][CH:2]1[C:6]1[CH:7]=[CH:8][C:9]([C:12]2[S:20][C:19]3[C:14](=[N:15][CH:16]=[CH:17][C:18]=3[O:21][C:22]3[CH:28]=[CH:27][C:25]([NH2:26])=[CH:24][C:23]=3[F:29])[CH:13]=2)=[N:10][CH:11]=1.CCN([CH:36]([CH3:38])[CH3:37])C(C)C.CN(C(ON1N=N[C:49]2[CH:50]=[CH:51][CH:52]=N[C:48]1=2)=[N+](C)C)C.F[P-](F)(F)(F)(F)F.[CH3:63]O.[C:65](OCC)(=[O:67])C.C[N:72]([CH:74]=[O:75])C, predict the reaction product. The product is: [O:1]1[CH2:5][CH2:4][O:3][CH:2]1[C:6]1[CH:7]=[CH:8][C:9]([C:12]2[S:20][C:19]3[C:14](=[N:15][CH:16]=[CH:17][C:18]=3[O:21][C:22]3[CH:28]=[CH:27][C:25]([N:26]([C:48]4[CH:49]=[CH:50][CH:51]=[CH:52][CH:63]=4)[C:65]([C:36]4([C:74]([NH2:72])=[O:75])[CH2:37][CH2:38]4)=[O:67])=[CH:24][C:23]=3[F:29])[CH:13]=2)=[N:10][CH:11]=1. (2) Given the reactants [CH3:1][C:2]1[C:3](I)=[C:4]([CH:8]=[CH:9][C:10]=1[CH3:11])[C:5]([OH:7])=[O:6].[N+:13]([C:16]1[CH:22]=[CH:21][CH:20]=[CH:19][C:17]=1[NH2:18])([O-:15])=[O:14].C(=O)([O-])[O-].[K+].[K+].CN(C)C=O, predict the reaction product. The product is: [N+:13]([C:16]1[CH:22]=[CH:21][CH:20]=[CH:19][C:17]=1[NH:18][C:3]1[C:2]([CH3:1])=[C:10]([CH3:11])[CH:9]=[CH:8][C:4]=1[C:5]([OH:7])=[O:6])([O-:15])=[O:14]. (3) Given the reactants Cl.[CH:2]([C:5]1[CH:6]=[C:7]([C@@H:11]([NH2:13])[CH3:12])[CH:8]=[CH:9][CH:10]=1)([CH3:4])[CH3:3].[Cl:14][C:15]1[CH:35]=[CH:34][C:33]([O:36][C@H:37]([CH2:42][CH3:43])[C:38]([O:40][CH3:41])=[O:39])=[CH:32][C:16]=1[CH2:17][N:18]1[C:26]2[C:21](=[CH:22][C:23]([C:27](O)=[O:28])=[CH:24][CH:25]=2)[C:20]([CH3:30])=[C:19]1[CH3:31], predict the reaction product. The product is: [Cl:14][C:15]1[CH:35]=[CH:34][C:33]([O:36][C@H:37]([CH2:42][CH3:43])[C:38]([O:40][CH3:41])=[O:39])=[CH:32][C:16]=1[CH2:17][N:18]1[C:26]2[C:21](=[CH:22][C:23]([C:27](=[O:28])[NH:13][C@H:11]([C:7]3[CH:8]=[CH:9][CH:10]=[C:5]([CH:2]([CH3:4])[CH3:3])[CH:6]=3)[CH3:12])=[CH:24][CH:25]=2)[C:20]([CH3:30])=[C:19]1[CH3:31]. (4) The product is: [NH2:14][C:15]1[C:23]([Cl:24])=[CH:22][C:21]([O:25][C:26]([F:29])([F:27])[F:28])=[CH:20][C:16]=1[C:17]([NH:13][NH:12][C:5]1[CH:6]=[C:7]([C:8]#[N:9])[CH:10]=[CH:11][C:4]=1[S:3][CH2:1][CH3:2])=[O:18]. Given the reactants [CH2:1]([S:3][C:4]1[CH:11]=[CH:10][C:7]([C:8]#[N:9])=[CH:6][C:5]=1[NH:12][NH2:13])[CH3:2].[NH2:14][C:15]1[C:23]([Cl:24])=[CH:22][C:21]([O:25][C:26]([F:29])([F:28])[F:27])=[CH:20][C:16]=1[C:17](O)=[O:18].BrC1C(C)=CC(C(NNC2C=C(Cl)C=CC=2SCC)=O)=C([N+]([O-])=O)C=1.C1C=CC2N(O)N=NC=2C=1, predict the reaction product. (5) Given the reactants [F:1][C:2]1[CH:3]=[C:4]([C@H:8]2[CH2:12][CH2:11][CH2:10][N:9]2[C:13]2[CH:18]=[CH:17][N:16]3[N:19]=[CH:20][C:21]([NH2:22])=[C:15]3[N:14]=2)[CH:5]=[CH:6][CH:7]=1.C(O)(=O)[C:24]1[CH:29]=[CH:28][CH:27]=[N:26][CH:25]=1.CN([C:35]([O:39]N1N=NC2C=CC=NC1=2)=[N+](C)C)C.F[P-](F)(F)(F)(F)F.CCN(C(C)C)C(C)C, predict the reaction product. The product is: [F:1][C:2]1[CH:3]=[C:4]([C@H:8]2[CH2:12][CH2:11][CH2:10][N:9]2[C:13]2[CH:18]=[CH:17][N:16]3[N:19]=[CH:20][C:21]([NH:22][C:35](=[O:39])[C:25]4[CH:24]=[CH:29][CH:28]=[CH:27][N:26]=4)=[C:15]3[N:14]=2)[CH:5]=[CH:6][CH:7]=1. (6) Given the reactants ClS(C1C=CC(C(O)=O)=CC=1)(=O)=O.N1(C(OC(C)(C)C)=O)CCNCC1.[Cl:27][C:28]1[CH:34]=[CH:33][C:31]([NH2:32])=[CH:30][C:29]=1[C:35]1[CH:40]=[CH:39][CH:38]=[CH:37][N:36]=1.C(OC([N:48]1[CH2:53][CH2:52][N:51]([S:54]([C:57]2[CH:65]=[CH:64][C:60]([C:61](O)=[O:62])=[CH:59][CH:58]=2)(=[O:56])=[O:55])[CH2:50][CH2:49]1)=O)(C)(C)C.C(O)(C(F)(F)F)=O, predict the reaction product. The product is: [Cl:27][C:28]1[CH:34]=[CH:33][C:31]([NH:32][C:61](=[O:62])[C:60]2[CH:64]=[CH:65][C:57]([S:54]([N:51]3[CH2:52][CH2:53][NH:48][CH2:49][CH2:50]3)(=[O:56])=[O:55])=[CH:58][CH:59]=2)=[CH:30][C:29]=1[C:35]1[CH:40]=[CH:39][CH:38]=[CH:37][N:36]=1. (7) Given the reactants ClN1[CH:11]=[C:10]([Cl:12])[C:9]2[C:4](=[CH:5][C:6]([O:13][CH3:14])=[CH:7][CH:8]=2)C1.C([O-])([O-])=O.[Cs+].[Cs+].[F:21][C:22]([F:29])([F:28])[C:23]1[CH:27]=[CH:26][NH:25][N:24]=1.[CH3:30][N:31](C=O)C, predict the reaction product. The product is: [Cl:12][C:10]1[C:9]2[C:4](=[CH:5][C:6]([O:13][CH3:14])=[CH:7][CH:8]=2)[N:31]=[C:30]([N:25]2[CH:26]=[CH:27][C:23]([C:22]([F:29])([F:28])[F:21])=[N:24]2)[CH:11]=1. (8) Given the reactants Cl.[NH2:2][CH:3]1[CH2:12][C:11]2[C:6](=[C:7]([N+:14]([O-:16])=[O:15])[CH:8]=[C:9]([Br:13])[CH:10]=2)[NH:5][C:4]1=[O:17].CN(C=O)C.C(N(CC)CC)C.[C:30](=O)([O:36]C(C)(C)C)[O:31][C:32]([CH3:35])([CH3:34])[CH3:33], predict the reaction product. The product is: [Br:13][C:9]1[CH:10]=[C:11]2[C:6](=[C:7]([N+:14]([O-:16])=[O:15])[CH:8]=1)[NH:5][C:4](=[O:17])[CH:3]([NH:2][C:30](=[O:36])[O:31][C:32]([CH3:35])([CH3:34])[CH3:33])[CH2:12]2. (9) Given the reactants F[P-](F)(F)(F)(F)F.N1(OC(N(C)C)=[N+](C)C)C2C=CC=CC=2N=N1.[F:25][C:26]1[CH:34]=[CH:33][C:32]([CH2:35][C:36]2[C:45]3[C:40](=[CH:41][CH:42]=[CH:43][CH:44]=3)[C:39](=[O:46])[NH:38][N:37]=2)=[CH:31][C:27]=1[C:28]([OH:30])=O.C(N(CC)CC)C.Cl.[CH3:55][C:56]1([OH:62])[CH2:61][CH2:60][NH:59][CH2:58][CH2:57]1, predict the reaction product. The product is: [F:25][C:26]1[CH:34]=[CH:33][C:32]([CH2:35][C:36]2[C:45]3[C:40](=[CH:41][CH:42]=[CH:43][CH:44]=3)[C:39](=[O:46])[NH:38][N:37]=2)=[CH:31][C:27]=1[C:28]([N:59]1[CH2:60][CH2:61][C:56]([OH:62])([CH3:55])[CH2:57][CH2:58]1)=[O:30]. (10) The product is: [CH:9]([O:12][C:13]1[N:18]=[CH:17][C:16]([OH:2])=[CH:15][N:14]=1)([CH3:11])[CH3:10]. Given the reactants S([O-])(O[O-])(=O)=[O:2].[K+].[K+].[CH:9]([O:12][C:13]1[N:18]=[CH:17][C:16](B2OC(C)(C)C(C)(C)O2)=[CH:15][N:14]=1)([CH3:11])[CH3:10], predict the reaction product.